Predict which catalyst facilitates the given reaction. From a dataset of Catalyst prediction with 721,799 reactions and 888 catalyst types from USPTO. (1) Reactant: [CH2:1]1[C:9]2[C:4](=[CH:5][CH:6]=[CH:7][CH:8]=2)[CH2:3][NH:2]1.[CH2:10]([O:12][C:13]([C:15]1([C:19]2[CH:20]=[C:21]3[C:25](=[CH:26][CH:27]=2)[N:24]([C:28]([O:30][C:31]([CH3:34])([CH3:33])[CH3:32])=[O:29])[C:23](=[O:35])[C:22]3=[O:36])[CH2:18][CH2:17][CH2:16]1)=[O:14])[CH3:11]. Product: [C:31]([O:30][C:28]([NH:24][C:25]1[CH:26]=[CH:27][C:19]([C:15]2([C:13]([O:12][CH2:10][CH3:11])=[O:14])[CH2:16][CH2:17][CH2:18]2)=[CH:20][C:21]=1[C:22](=[O:36])[C:23]([N:2]1[CH2:3][C:4]2[C:9](=[CH:8][CH:7]=[CH:6][CH:5]=2)[CH2:1]1)=[O:35])=[O:29])([CH3:33])([CH3:32])[CH3:34]. The catalyst class is: 7. (2) Reactant: O.[OH-].[Li+].C[O:5][C:6](=[O:28])[C:7]1[CH:12]=[CH:11][C:10]([O:13][CH2:14][C:15]2[N:16]([CH3:27])[N:17]=[N:18][C:19]=2[C:20]2[CH:25]=[CH:24][C:23]([F:26])=[CH:22][CH:21]=2)=[N:9][CH:8]=1. Product: [F:26][C:23]1[CH:24]=[CH:25][C:20]([C:19]2[N:18]=[N:17][N:16]([CH3:27])[C:15]=2[CH2:14][O:13][C:10]2[CH:11]=[CH:12][C:7]([C:6]([OH:28])=[O:5])=[CH:8][N:9]=2)=[CH:21][CH:22]=1. The catalyst class is: 776. (3) Reactant: [CH3:1][O:2][C:3]1[CH:8]=[CH:7][C:6]([NH:9][C:10]2[CH:15]=[CH:14][C:13]([C:16]3[O:17][C:18]4[CH:24]=[CH:23][CH:22]=[CH:21][C:19]=4[N:20]=3)=[CH:12][C:11]=2[N+:25]([O-])=O)=[CH:5][CH:4]=1.[H][H].[C:30](Cl)(=O)[CH3:31].C(=O)([O-])O.[Na+]. Product: [O:17]1[C:18]2[CH:24]=[CH:23][CH:22]=[CH:21][C:19]=2[N:20]=[C:16]1[C:13]1[CH:14]=[CH:15][C:10]2[N:9]([C:6]3[CH:7]=[CH:8][C:3]([O:2][CH3:1])=[CH:4][CH:5]=3)[C:30]([CH3:31])=[N:25][C:11]=2[CH:12]=1. The catalyst class is: 481. (4) Reactant: C1(P([N:15]=[N+]=[N-])(C2C=CC=CC=2)=O)C=CC=CC=1.[C:18]([C:22]1[C:26]([O:27][C:28]2[CH:29]=[C:30]([C:36]#[N:37])[CH:31]=[C:32]([CH:35]=2)[C:33]#[N:34])=[C:25]([CH3:38])[N:24]([CH2:39][CH2:40]O)[N:23]=1)([CH3:21])([CH3:20])[CH3:19].C1(P(C2C=CC=CC=2)C2C=CC=CC=2)C=CC=CC=1.CCOC(/[N:66]=N/C(OCC)=O)=O.O. Product: [NH3:15].[NH2:66][CH2:40][CH2:39][N:24]1[C:25]([CH3:38])=[C:26]([O:27][C:28]2[CH:29]=[C:30]([C:36]#[N:37])[CH:31]=[C:32]([CH:35]=2)[C:33]#[N:34])[C:22]([C:18]([CH3:21])([CH3:20])[CH3:19])=[N:23]1. The catalyst class is: 7. (5) Reactant: [NH2:1][C:2]1[C:11]2[N:12]=[C:13]([CH2:20][O:21][CH2:22][CH3:23])[N:14]([CH2:15][C:16]([OH:19])([CH3:18])[CH3:17])[C:10]=2[C:9]2[CH:8]=[CH:7][C:6](/[CH:24]=[CH:25]/[C:26]([O:28][CH3:29])=[O:27])=[CH:5][C:4]=2[N:3]=1. Product: [NH2:1][C:2]1[C:11]2[N:12]=[C:13]([CH2:20][O:21][CH2:22][CH3:23])[N:14]([CH2:15][C:16]([OH:19])([CH3:18])[CH3:17])[C:10]=2[C:9]2[CH:8]=[CH:7][C:6]([CH2:24][CH2:25][C:26]([O:28][CH3:29])=[O:27])=[CH:5][C:4]=2[N:3]=1. The catalyst class is: 43. (6) Reactant: [CH3:1][O:2][C:3](=[O:31])[CH2:4][CH2:5][C:6]1[CH:11]=[CH:10][C:9]([O:12][CH:13]([C:15]2[O:19][C:18]([C:20]3[CH:25]=[CH:24][C:23](Br)=[CH:22][CH:21]=3)=[N:17][C:16]=2[CH:27]([CH3:29])[CH3:28])[CH3:14])=[CH:8][C:7]=1[CH3:30].[B:32]1([B:32]2[O:36][C:35]([CH3:38])([CH3:37])[C:34]([CH3:40])([CH3:39])[O:33]2)[O:36][C:35]([CH3:38])([CH3:37])[C:34]([CH3:40])([CH3:39])[O:33]1.C([O-])(=O)C.[K+]. Product: [CH3:1][O:2][C:3](=[O:31])[CH2:4][CH2:5][C:6]1[CH:11]=[CH:10][C:9]([O:12][CH:13]([C:15]2[O:19][C:18]([C:20]3[CH:25]=[CH:24][C:23]([B:32]4[O:36][C:35]([CH3:38])([CH3:37])[C:34]([CH3:40])([CH3:39])[O:33]4)=[CH:22][CH:21]=3)=[N:17][C:16]=2[CH:27]([CH3:29])[CH3:28])[CH3:14])=[CH:8][C:7]=1[CH3:30]. The catalyst class is: 16. (7) Reactant: [NH2:1][C:2]1[CH:10]=[C:9]2[C:5]([CH2:6][C:7](=[O:11])[NH:8]2)=[CH:4][CH:3]=1.C(N(CC)CC)C.[N:19]([C:22]1[CH:27]=[CH:26][CH:25]=[C:24]([N+:28]([O-:30])=[O:29])[CH:23]=1)=[C:20]=[O:21]. Product: [N+:28]([C:24]1[CH:23]=[C:22]([NH:19][C:20]([NH:1][C:2]2[CH:10]=[C:9]3[C:5]([CH2:6][C:7](=[O:11])[NH:8]3)=[CH:4][CH:3]=2)=[O:21])[CH:27]=[CH:26][CH:25]=1)([O-:30])=[O:29]. The catalyst class is: 1.